Dataset: Ames mutagenicity test results for genotoxicity prediction. Task: Regression/Classification. Given a drug SMILES string, predict its toxicity properties. Task type varies by dataset: regression for continuous values (e.g., LD50, hERG inhibition percentage) or binary classification for toxic/non-toxic outcomes (e.g., AMES mutagenicity, cardiotoxicity, hepatotoxicity). Dataset: ames. (1) The molecule is ONc1cccc(-c2ccccc2)c1. The result is 0 (non-mutagenic). (2) The drug is C=CC(=O)OCC1CO1. The result is 1 (mutagenic). (3) The drug is Oc1ccc2c(c1)cc1ccc3cccc4ccc2c1c34. The result is 1 (mutagenic). (4) The molecule is O=C1C(=O)c2ccccc2-c2ccccc21. The result is 0 (non-mutagenic). (5) The compound is COc1nsc2cc(OCC3CO3)ccc12. The result is 1 (mutagenic). (6) The molecule is CC1(C)S[C@@H]2[C@@H](NC(=O)Cc3ccccc3)C(=O)N2[C@H]1C(=O)O. The result is 0 (non-mutagenic).